This data is from Forward reaction prediction with 1.9M reactions from USPTO patents (1976-2016). The task is: Predict the product of the given reaction. (1) Given the reactants C(OC(=O)[NH:7][CH2:8][C:9]1[CH:14]=[C:13]([NH:15][CH:16]([C:29]2[CH:34]=[C:33]([CH2:35][CH3:36])[CH:32]=[C:31]([O:37][CH2:38][CH2:39][OH:40])[C:30]=2[F:41])[C:17]2[NH:21][C:20](=[O:22])[N:19]([C:23]3[N:28]=[CH:27][CH:26]=[CH:25][N:24]=3)[N:18]=2)[CH:12]=[CH:11][C:10]=1[C:42]#[N:43])(C)(C)C.ClCCl.C(OCC)(=O)C.Cl, predict the reaction product. The product is: [CH2:35]([C:33]1[CH:32]=[C:31]([O:37][CH2:38][CH2:39][OH:40])[C:30]([F:41])=[C:29]([CH:16]([NH:15][C:13]2[CH:14]=[C:9]3[C:10](=[CH:11][CH:12]=2)[C:42](=[NH:43])[NH:7][CH2:8]3)[C:17]2[NH:21][C:20](=[O:22])[N:19]([C:23]3[N:24]=[CH:25][CH:26]=[CH:27][N:28]=3)[N:18]=2)[CH:34]=1)[CH3:36]. (2) Given the reactants C([O:5][C:6](=[O:38])[CH2:7][CH2:8][CH2:9][CH2:10][C@H:11]([O:13][C:14]1[C:15]2[C:22]([C:23]3[CH:28]=[CH:27][C:26]([O:29][CH3:30])=[CH:25][CH:24]=3)=[C:21]([C:31]3[CH:36]=[CH:35][CH:34]=[CH:33][C:32]=3[F:37])[O:20][C:16]=2[N:17]=[CH:18][N:19]=1)[CH3:12])(C)(C)C, predict the reaction product. The product is: [F:37][C:32]1[CH:33]=[CH:34][CH:35]=[CH:36][C:31]=1[C:21]1[O:20][C:16]2[N:17]=[CH:18][N:19]=[C:14]([O:13][C@H:11]([CH3:12])[CH2:10][CH2:9][CH2:8][CH2:7][C:6]([OH:38])=[O:5])[C:15]=2[C:22]=1[C:23]1[CH:28]=[CH:27][C:26]([O:29][CH3:30])=[CH:25][CH:24]=1. (3) Given the reactants [CH2:1]([O:3][C:4]1[C:8]([CH2:9][CH2:10][CH2:11][OH:12])=[CH:7][N:6]([C:13]2[CH:18]=[CH:17][C:16]([C:19]([F:22])([F:21])[F:20])=[CH:15][N:14]=2)[N:5]=1)[CH3:2].O[C:24]1[C:28]([CH2:29][CH2:30][CH3:31])=[CH:27][N:26](C(OC(C)(C)C)=O)[N:25]=1.C(P(CCCC)CCCC)CCC.N(C(N1CCCCC1)=O)=NC(N1CCCCC1)=O, predict the reaction product. The product is: [CH2:1]([O:3][C:4]1[C:8]([CH2:9][CH2:10][CH2:11][O:12][C:24]2[C:28]([CH2:29][CH2:30][CH3:31])=[CH:27][NH:26][N:25]=2)=[CH:7][N:6]([C:13]2[CH:18]=[CH:17][C:16]([C:19]([F:21])([F:20])[F:22])=[CH:15][N:14]=2)[N:5]=1)[CH3:2]. (4) Given the reactants [CH3:1][NH:2][C:3]([CH3:9])=[CH:4][C:5]([O:7][CH3:8])=[O:6].C(N(CC)CC)C.[Cl:17][C:18]1[CH:26]=[C:25]([F:27])[CH:24]=[CH:23][C:19]=1[C:20](Cl)=[O:21], predict the reaction product. The product is: [Cl:17][C:18]1[CH:26]=[C:25]([F:27])[CH:24]=[CH:23][C:19]=1[C:20](=[O:21])[C:4](=[C:3]([NH:2][CH3:1])[CH3:9])[C:5]([O:7][CH3:8])=[O:6]. (5) Given the reactants [CH3:1][N:2]1[CH2:7][CH2:6][NH:5][CH2:4][C:3]1=[O:8].C([O:11][CH:12]=[C:13]([C:19](OCC)=O)[C:14]([O:16][CH2:17][CH3:18])=[O:15])C.C[Si]([N-][Si](C)(C)C)(C)C.[Li+].C1COCC1, predict the reaction product. The product is: [OH:11][C:12]1[C:13]([C:14]([O:16][CH2:17][CH3:18])=[O:15])=[CH:19][N:5]2[CH2:6][CH2:7][N:2]([CH3:1])[C:3](=[O:8])[C:4]=12. (6) The product is: [Br:36][C:24]1[CH:23]=[C:22]2[C:27]([O:28][C@@H:29]3[C@@H:34]([C:21]42[CH2:20][O:19][C:18]([NH2:17])=[N:37]4)[CH2:33][CH:32]([O:5][CH2:4][CH:1]2[CH2:3][CH2:2]2)[CH2:31][CH2:30]3)=[CH:26][CH:25]=1. Given the reactants [CH:1]1([CH2:4][O:5][Si](C)(C)C)[CH2:3][CH2:2]1.C([SiH](CC)CC)C.[NH2:17][C:18]1[O:19][CH2:20][C:21]2([N:37]=1)[CH:34]1[CH:29]([CH2:30][CH2:31][C:32](=O)[CH2:33]1)[O:28][C:27]1[C:22]2=[CH:23][C:24]([Br:36])=[CH:25][CH:26]=1.FC(F)(F)S(O[Si](C(C)(C)C)(C)C)(=O)=O, predict the reaction product.